Dataset: Reaction yield outcomes from USPTO patents with 853,638 reactions. Task: Predict the reaction yield, written as a fraction of the theoretical maximum amount of product (1.0 means a 100% yield; for example, 0.34 means a 34% yield). (1) The reactants are [Cl:1][C:2]1[C:7]([Cl:8])=[CH:6][CH:5]=[CH:4][C:3]=1[CH2:9]O.[Br:11]P(Br)Br. The catalyst is C1(C)C=CC=CC=1. The product is [Br:11][CH2:9][C:3]1[CH:4]=[CH:5][CH:6]=[C:7]([Cl:8])[C:2]=1[Cl:1]. The yield is 0.830. (2) The reactants are [Cl:1][C:2]1[N:10]=[C:9]2[C:5]([NH:6][CH:7]=[N:8]2)=[C:4]([Cl:11])[N:3]=1.[CH:12](O)([CH3:14])[CH3:13].C1(P(C2C=CC=CC=2)C2C=CC=CC=2)C=CC=CC=1. The product is [Cl:1][C:2]1[N:10]=[C:9]2[C:5]([N:6]=[CH:7][N:8]2[CH:12]([CH3:14])[CH3:13])=[C:4]([Cl:11])[N:3]=1. The catalyst is O1CCCC1. The yield is 0.770.